From a dataset of Catalyst prediction with 721,799 reactions and 888 catalyst types from USPTO. Predict which catalyst facilitates the given reaction. (1) Reactant: [CH:1]12[CH:6]([C:7]([O:9][CH2:10][CH3:11])=[O:8])[CH:5]1[CH2:4][NH:3][CH2:2]2.C(=O)([O-])O.[Na+].Cl[CH2:18][C:19]1[CH:20]=[CH:21][C:22]2[S:27][C:26]3[N:28]=[CH:29][CH:30]=[N:31][C:25]=3[NH:24][C:23]=2[CH:32]=1.O. Product: [N:31]1[C:25]2[NH:24][C:23]3[CH:32]=[C:19]([CH2:18][N:3]4[CH2:2][CH:1]5[CH:5]([CH:6]5[C:7]([O:9][CH2:10][CH3:11])=[O:8])[CH2:4]4)[CH:20]=[CH:21][C:22]=3[S:27][C:26]=2[N:28]=[CH:29][CH:30]=1. The catalyst class is: 42. (2) Reactant: [CH3:1][N:2]([CH3:46])[CH2:3][CH2:4][O:5][C:6]1[CH:7]=[C:8]([NH:16][C:17](=[O:45])[CH2:18][C:19]2[CH:24]=[CH:23][C:22]([C:25]3[CH:26]=[N:27][C:28]([O:34]CC4C=CC(OC)=CC=4)=[C:29]([O:31][CH2:32][CH3:33])[CH:30]=3)=[CH:21][C:20]=2[F:44])[CH:9]=[C:10]([C:12]([F:15])([F:14])[F:13])[CH:11]=1.O.C(#N)C. Product: [CH3:46][N:2]([CH3:1])[CH2:3][CH2:4][O:5][C:6]1[CH:7]=[C:8]([NH:16][C:17](=[O:45])[CH2:18][C:19]2[CH:24]=[CH:23][C:22]([C:25]3[CH:30]=[C:29]([O:31][CH2:32][CH3:33])[C:28](=[O:34])[NH:27][CH:26]=3)=[CH:21][C:20]=2[F:44])[CH:9]=[C:10]([C:12]([F:15])([F:13])[F:14])[CH:11]=1. The catalyst class is: 19. (3) Reactant: [NH2:1][C:2]1[C:11]2[N:12]=[C:13]([CH2:22][CH3:23])[N:14]([CH2:15][CH:16]3[CH2:21][CH2:20][O:19][CH2:18][CH2:17]3)[C:10]=2[C:9]2[CH:8]=[CH:7][C:6]([OH:24])=[CH:5][C:4]=2[N:3]=1.Br[CH2:26][C:27]([N:29]1[CH2:34][CH2:33][O:32][CH2:31][CH2:30]1)=[O:28].C(=O)([O-])[O-].[Cs+].[Cs+].CN(C=O)C. The catalyst class is: 6. Product: [CH2:22]([C:13]1[N:14]([CH2:15][CH:16]2[CH2:21][CH2:20][O:19][CH2:18][CH2:17]2)[C:10]2[C:9]3[CH:8]=[CH:7][C:6]([O:24][CH2:26][C:27]([N:29]4[CH2:34][CH2:33][O:32][CH2:31][CH2:30]4)=[O:28])=[CH:5][C:4]=3[N:3]=[C:2]([NH2:1])[C:11]=2[N:12]=1)[CH3:23]. (4) Reactant: [H-].[Al+3].[Li+].[H-].[H-].[H-].[CH2:18]([C:14]1[CH:21]=[CH:20][C:17]([C:18]#[N:19])=[C:16]([NH2:19])[CH:15]=1)[C:17]1[CH:20]=[CH:21][CH:14]=[CH:15][CH:16]=1.O. Product: [NH2:19][CH2:18][C:17]1[CH:16]=[CH:15][C:14]([NH:19][CH2:18][C:17]2[CH:16]=[CH:15][CH:14]=[CH:21][CH:20]=2)=[CH:21][CH:20]=1. The catalyst class is: 7. (5) Reactant: [CH3:1][C:2]1[C:3]([C:12]([O:14][CH2:15][CH3:16])=[O:13])=[N:4][CH:5]=[C:6]([CH3:11])[C:7]=1[N+:8]([O-])=O. Product: [NH2:8][C:7]1[C:6]([CH3:11])=[CH:5][N:4]=[C:3]([C:12]([O:14][CH2:15][CH3:16])=[O:13])[C:2]=1[CH3:1]. The catalyst class is: 29.